This data is from Catalyst prediction with 721,799 reactions and 888 catalyst types from USPTO. The task is: Predict which catalyst facilitates the given reaction. (1) Reactant: [CH3:1][C:2]1[CH:7]=[CH:6][N:5]=[CH:4][C:3]=1[N:8]1[CH2:12][CH2:11][NH:10][C:9]1=[O:13].Br[C:15]1[CH:16]=[CH:17][C:18]([NH:21][C:22](=[O:24])[CH3:23])=[N:19][CH:20]=1.N[C@@H]1CCCC[C@H]1N.P([O-])([O-])([O-])=O.[K+].[K+].[K+]. Product: [CH3:1][C:2]1[CH:7]=[CH:6][N:5]=[CH:4][C:3]=1[N:8]1[CH2:12][CH2:11][N:10]([C:15]2[CH:16]=[CH:17][C:18]([NH:21][C:22](=[O:24])[CH3:23])=[N:19][CH:20]=2)[C:9]1=[O:13]. The catalyst class is: 246. (2) Reactant: [Cl:1][C:2]1[CH:7]=[CH:6][C:5]([O:8][CH3:9])=[CH:4][C:3]=1[C:10]1[CH:20]=[C:19]([CH3:21])[C:13]2[N:14]=[C:15]([NH2:18])[N:16]=[N:17][C:12]=2[CH:11]=1.Br[C:23]1[CH:24]=[C:25]([S:29]([NH:32][CH2:33][CH2:34][N:35]([CH3:37])[CH3:36])(=[O:31])=[O:30])[CH:26]=[CH:27][CH:28]=1.C([O-])([O-])=O.[Cs+].[Cs+].CC1(C)C2C(=C(P(C3C=CC=CC=3)C3C=CC=CC=3)C=CC=2)OC2C(P(C3C=CC=CC=3)C3C=CC=CC=3)=CC=CC1=2. Product: [Cl:1][C:2]1[CH:7]=[CH:6][C:5]([O:8][CH3:9])=[CH:4][C:3]=1[C:10]1[CH:20]=[C:19]([CH3:21])[C:13]2[N:14]=[C:15]([NH:18][C:23]3[CH:24]=[C:25]([S:29]([NH:32][CH2:33][CH2:34][N:35]([CH3:37])[CH3:36])(=[O:30])=[O:31])[CH:26]=[CH:27][CH:28]=3)[N:16]=[N:17][C:12]=2[CH:11]=1. The catalyst class is: 62. (3) Reactant: [O:1]=[C:2]1[CH2:6][S:5][CH2:4][CH:3]1[C:7]([O:9][CH3:10])=[O:8].[Cl:11][C:12]1[CH:13]=[C:14]([CH:17]=[CH:18][CH:19]=1)[CH:15]=O.N1CCCCC1. Product: [Cl:11][C:12]1[CH:13]=[C:14]([CH2:15][C:6]2[S:5][CH:4]=[C:3]([C:7]([O:9][CH3:10])=[O:8])[C:2]=2[OH:1])[CH:17]=[CH:18][CH:19]=1. The catalyst class is: 5. (4) Reactant: [Cl:1][C:2]1[CH:34]=[CH:33][C:5]2[NH:6][C:7]([CH:9]([CH:27]3[CH2:32][CH2:31][CH2:30][NH:29][CH2:28]3)[NH:10][C:11](=[O:26])[C:12]3[CH:17]=[CH:16][C:15]([C:18]([N:20]4[CH2:24][CH2:23][CH2:22][CH2:21]4)=[O:19])=[C:14]([CH3:25])[CH:13]=3)=[N:8][C:4]=2[CH:3]=1.[H-].[Na+].[C:37](Cl)(=[O:39])[CH3:38].O. Product: [C:37]([N:29]1[CH2:30][CH2:31][CH2:32][CH:27]([CH:9]([C:7]2[NH:6][C:5]3[CH:33]=[CH:34][C:2]([Cl:1])=[CH:3][C:4]=3[N:8]=2)[NH:10][C:11](=[O:26])[C:12]2[CH:17]=[CH:16][C:15]([C:18]([N:20]3[CH2:24][CH2:23][CH2:22][CH2:21]3)=[O:19])=[C:14]([CH3:25])[CH:13]=2)[CH2:28]1)(=[O:39])[CH3:38]. The catalyst class is: 7. (5) Reactant: [CH:1]1([C@@H:7]([NH:9][C:10]([C:12]2[C:21]3[C:16](=[CH:17][CH:18]=[CH:19][CH:20]=3)[N:15]=[C:14]([C:22]3[CH:27]=[CH:26][CH:25]=[CH:24][CH:23]=3)[C:13]=2[CH2:28]Br)=[O:11])[CH3:8])[CH2:6][CH2:5][CH2:4][CH2:3][CH2:2]1.[C:30]([CH2:33][NH:34][CH2:35][C:36]([OH:38])=[O:37])([OH:32])=[O:31].C(N(C(C)C)C(C)C)C. Product: [C:30]([CH2:33][N:34]([CH2:35][C:36]([OH:38])=[O:37])[CH2:28][C:13]1[C:14]([C:22]2[CH:27]=[CH:26][CH:25]=[CH:24][CH:23]=2)=[N:15][C:16]2[C:21]([C:12]=1[C:10](=[O:11])[NH:9][C@H:7]([CH:1]1[CH2:6][CH2:5][CH2:4][CH2:3][CH2:2]1)[CH3:8])=[CH:20][CH:19]=[CH:18][CH:17]=2)([OH:32])=[O:31]. The catalyst class is: 10. (6) Reactant: [Cl:1][C:2]1[CH:7]=[CH:6][C:5]([OH:8])=[C:4]([O:9][CH2:10][C@H:11]2[CH2:13][O:12]2)[CH:3]=1.C[O-].[Na+].CO. Product: [Cl:1][C:2]1[CH:7]=[CH:6][C:5]2[O:8][C@@H:11]([CH2:13][OH:12])[CH2:10][O:9][C:4]=2[CH:3]=1. The catalyst class is: 4.